The task is: Predict which catalyst facilitates the given reaction.. This data is from Catalyst prediction with 721,799 reactions and 888 catalyst types from USPTO. (1) Reactant: [N:1]1([C:26]2C=CC=CN=2)[CH2:6][CH2:5][CH:4]([O:7][N:8]=[C:9]2[CH2:14][CH2:13][N:12]([C:15]3[CH:20]=[CH:19][C:18]([S:21]([CH3:24])(=[O:23])=[O:22])=[CH:17][C:16]=3[F:25])[CH2:11][CH2:10]2)[CH2:3][CH2:2]1.[N:32]1[CH:37]=[CH:36][CH:35]=[CH:34][CH:33]=1.ClC(Cl)([O:41]C(=O)OC(Cl)(Cl)Cl)Cl.N1CCCCC1. Product: [N:32]1([C:26]([N:1]2[CH2:2][CH2:3][CH:4]([O:7][N:8]=[C:9]3[CH2:14][CH2:13][N:12]([C:15]4[CH:20]=[CH:19][C:18]([S:21]([CH3:24])(=[O:22])=[O:23])=[CH:17][C:16]=4[F:25])[CH2:11][CH2:10]3)[CH2:5][CH2:6]2)=[O:41])[CH2:37][CH2:36][CH2:35][CH2:34][CH2:33]1. The catalyst class is: 61. (2) Reactant: Br[CH2:2][C:3]1[CH:8]=[CH:7][C:6]([CH2:9][Br:10])=[CH:5][CH:4]=1.C(=O)([O-])[O-].[K+].[K+].[C:17]([O:21][C:22]([N:24]1[CH2:37][CH2:36][CH2:35][NH:34][CH2:33][CH2:32][N:31]([C:38]([O:40][C:41]([CH3:44])([CH3:43])[CH3:42])=[O:39])[CH2:30][CH2:29][CH2:28][N:27]([C:45]([O:47][C:48]([CH3:51])([CH3:50])[CH3:49])=[O:46])[CH2:26][CH2:25]1)=[O:23])([CH3:20])([CH3:19])[CH3:18]. Product: [Br:10][CH2:9][C:6]1[CH:7]=[CH:8][C:3]([CH2:2][N:34]2[CH2:35][CH2:36][CH2:37][N:24]([C:22]([O:21][C:17]([CH3:18])([CH3:19])[CH3:20])=[O:23])[CH2:25][CH2:26][N:27]([C:45]([O:47][C:48]([CH3:50])([CH3:49])[CH3:51])=[O:46])[CH2:28][CH2:29][CH2:30][N:31]([C:38]([O:40][C:41]([CH3:44])([CH3:43])[CH3:42])=[O:39])[CH2:32][CH2:33]2)=[CH:4][CH:5]=1. The catalyst class is: 10. (3) Reactant: [CH3:1][O:2][C:3]1[C:8]2[NH:9][C:10](=[O:12])[S:11][C:7]=2[CH:6]=[CH:5][CH:4]=1.[C:13](Cl)(=[O:15])[CH3:14].[Cl-].[Al+3].[Cl-].[Cl-]. Product: [C:13]([C:6]1[C:7]2[S:11][C:10](=[O:12])[NH:9][C:8]=2[C:3]([O:2][CH3:1])=[CH:4][CH:5]=1)(=[O:15])[CH3:14]. The catalyst class is: 4. (4) Reactant: [C:1]([O:9][CH2:10][CH2:11][CH2:12][N:13]1[C:21]2[C:16](=[CH:17][C:18]([CH2:24][CH:25]([N+:27]([O-:29])=[O:28])[CH3:26])=[CH:19][C:20]=2[CH:22]=O)[CH2:15][CH2:14]1)(=[O:8])[C:2]1[CH:7]=[CH:6][CH:5]=[CH:4][CH:3]=1.[N:30]1C=CC=CC=1.C(OC(=O)C)(=O)C. Product: [C:1]([O:9][CH2:10][CH2:11][CH2:12][N:13]1[C:21]2[C:16](=[CH:17][C:18]([CH2:24][CH:25]([N+:27]([O-:29])=[O:28])[CH3:26])=[CH:19][C:20]=2[C:22]#[N:30])[CH2:15][CH2:14]1)(=[O:8])[C:2]1[CH:7]=[CH:6][CH:5]=[CH:4][CH:3]=1. The catalyst class is: 1. (5) Reactant: [CH:1]1([CH2:4][S:5][C:6]2[NH:11][C:10](=[O:12])[C:9]([O:13]C3CCCCO3)=[CH:8][N:7]=2)[CH2:3][CH2:2]1.Cl.CCOCC.C(O)C. Product: [CH:1]1([CH2:4][S:5][C:6]2[NH:11][C:10](=[O:12])[C:9]([OH:13])=[CH:8][N:7]=2)[CH2:2][CH2:3]1. The catalyst class is: 12. (6) Reactant: C([O:3][C:4]([CH2:6][N:7]([CH2:13][CH2:14][C:15]1[S:16][C:17](Br)=[CH:18][CH:19]=1)[C:8](=[O:12])[O:9][CH2:10][CH3:11])=[O:5])C.[OH-].[Na+]. Product: [CH2:10]([O:9][C:8]([N:7]([CH2:6][C:4]([OH:5])=[O:3])[CH2:13][CH2:14][C:15]1[S:16][CH:17]=[CH:18][CH:19]=1)=[O:12])[CH3:11]. The catalyst class is: 8. (7) Reactant: [C@H:1]12[N:8]([C:9]3[N:14]=[C:13]([C:15]4[CH:16]=[C:17]([CH:39]=[CH:40][CH:41]=4)[O:18][CH2:19][CH:20]([O:31][Si](C(C)(C)C)(C)C)[CH2:21][N:22](C)[C:23](=O)OC(C)(C)C)[N:12]=[C:11]4[N:42]([CH:45]5[CH2:47][CH2:46]5)[N:43]=[CH:44][C:10]=34)[C@H:5]([CH2:6][CH2:7]1)[CH2:4][O:3][CH2:2]2.Cl.C(O)=O. Product: [C@H:5]12[N:8]([C:9]3[N:14]=[C:13]([C:15]4[CH:16]=[C:17]([CH:39]=[CH:40][CH:41]=4)[O:18][CH2:19][CH:20]([OH:31])[CH2:21][NH:22][CH3:23])[N:12]=[C:11]4[N:42]([CH:45]5[CH2:46][CH2:47]5)[N:43]=[CH:44][C:10]=34)[C@H:1]([CH2:7][CH2:6]1)[CH2:2][O:3][CH2:4]2. The catalyst class is: 5. (8) Reactant: [C:1]([O:5][C:6](=[O:20])[NH:7][CH2:8][CH2:9][N:10]1[C:18]2[C:17](Cl)=[N:16][CH:15]=[N:14][C:13]=2[CH:12]=[CH:11]1)([CH3:4])([CH3:3])[CH3:2].[CH:21]1([CH2:24][O:25][C:26]2[CH:27]=[C:28]([CH:38]=[CH:39][CH:40]=2)[O:29][C:30]2[CH:36]=[CH:35][C:33]([NH2:34])=[CH:32][C:31]=2[CH3:37])[CH2:23][CH2:22]1. Product: [C:1]([O:5][C:6](=[O:20])[NH:7][CH2:8][CH2:9][N:10]1[C:18]2[C:17]([NH:34][C:33]3[CH:35]=[CH:36][C:30]([O:29][C:28]4[CH:38]=[CH:39][CH:40]=[C:26]([O:25][CH2:24][CH:21]5[CH2:22][CH2:23]5)[CH:27]=4)=[C:31]([CH3:37])[CH:32]=3)=[N:16][CH:15]=[N:14][C:13]=2[CH:12]=[CH:11]1)([CH3:4])([CH3:3])[CH3:2]. The catalyst class is: 32. (9) Reactant: [C:1]([O:4][CH2:5][C@H:6]1[CH2:11][C@@H:10]([O:12][C:13](=[O:15])[CH3:14])[CH2:9][CH2:8][C@@:7]1([C@@H:17]1[C@@H:25]([CH2:26]O)[C@H:24]2[C@@:20]([CH3:34])([C:21]([C:28]3[CH:33]=[CH:32][CH:31]=[CH:30][CH:29]=3)=[CH:22][CH2:23]2)[CH2:19][CH2:18]1)[CH3:16])(=[O:3])[CH3:2].CS(Cl)(=O)=O.[N-:40]=[N+:41]=[N-:42].[Na+]. Product: [C:1]([O:4][CH2:5][C@H:6]1[CH2:11][C@@H:10]([O:12][C:13](=[O:15])[CH3:14])[CH2:9][CH2:8][C@@:7]1([C@@H:17]1[C@@H:25]([CH2:26][N:40]=[N+:41]=[N-:42])[C@H:24]2[C@@:20]([CH3:34])([C:21]([C:28]3[CH:33]=[CH:32][CH:31]=[CH:30][CH:29]=3)=[CH:22][CH2:23]2)[CH2:19][CH2:18]1)[CH3:16])(=[O:3])[CH3:2]. The catalyst class is: 2. (10) Reactant: Cl.[NH2:2][C@@H:3]1[CH2:7][C@H:6]([CH2:8][OH:9])[CH:5]=[CH:4]1.C(N(CC)CC)C.[C:17](Cl)(=[O:21])[CH2:18][CH2:19][CH3:20].O. Product: [C:17]([NH:2][C@@H:3]1[CH2:7][C@H:6]([CH2:8][OH:9])[CH:5]=[CH:4]1)(=[O:21])[CH2:18][CH2:19][CH3:20]. The catalyst class is: 2.